This data is from Forward reaction prediction with 1.9M reactions from USPTO patents (1976-2016). The task is: Predict the product of the given reaction. (1) Given the reactants [Cl:1][C:2]1[CH:7]=[CH:6][C:5]([NH:8][C:9](=[O:11])[CH3:10])=[CH:4][C:3]=1[OH:12].C(=O)([O-])[O-].[Cs+].[Cs+].Cl.Cl[CH2:21][CH2:22][N:23]1[CH2:28][CH2:27][O:26][CH2:25][CH2:24]1, predict the reaction product. The product is: [Cl:1][C:2]1[CH:7]=[CH:6][C:5]([NH:8][C:9](=[O:11])[CH3:10])=[CH:4][C:3]=1[O:12][CH2:21][CH2:22][N:23]1[CH2:28][CH2:27][O:26][CH2:25][CH2:24]1. (2) Given the reactants C[O:2][C:3](=[O:35])[C:4]([C:7]1[CH:12]=[CH:11][C:10]([C:13]#[C:14][C:15]2[CH:24]=[C:23]([CH:25]3[CH2:27][CH2:26]3)[C:22]3[CH:21]([N:28]([CH:30]4[CH2:32][CH2:31]4)[CH3:29])[CH2:20][CH2:19][C:18]([CH3:34])([CH3:33])[C:17]=3[CH:16]=2)=[CH:9][CH:8]=1)([CH3:6])[CH3:5].[OH-].[K+].[Cl-].[NH4+], predict the reaction product. The product is: [CH:25]1([C:23]2[C:22]3[CH:21]([N:28]([CH:30]4[CH2:31][CH2:32]4)[CH3:29])[CH2:20][CH2:19][C:18]([CH3:33])([CH3:34])[C:17]=3[CH:16]=[C:15]([C:14]#[C:13][C:10]3[CH:9]=[CH:8][C:7]([C:4]([CH3:6])([CH3:5])[C:3]([OH:35])=[O:2])=[CH:12][CH:11]=3)[CH:24]=2)[CH2:26][CH2:27]1. (3) The product is: [C:1]([O:18][CH:16]1[CH2:15][N:14]([CH2:13][CH:12]([NH:19][CH3:20])[C:11]([F:10])([F:21])[F:22])[CH2:17]1)(=[O:8])[C:2]1[CH:7]=[CH:6][CH:5]=[CH:4][CH:3]=1. Given the reactants [C:1](F)(=[O:8])[C:2]1[CH:7]=[CH:6][CH:5]=[CH:4][CH:3]=1.[F:10][C:11]([F:22])([F:21])[CH:12]([NH:19][CH3:20])[CH2:13][N:14]1[CH2:17][CH:16]([OH:18])[CH2:15]1.C([O-])(O)=O.[Na+], predict the reaction product. (4) Given the reactants [CH3:1][S:2][CH:3]([CH3:7])[CH2:4][CH:5]=O.C1(P(C2C=CC=CC=2)(C2C=CC=CC=2)=[CH:15][C:16](=[O:18])[CH3:17])C=CC=CC=1, predict the reaction product. The product is: [CH3:1][S:2][CH:3]([CH3:7])[CH2:4]/[CH:5]=[CH:15]/[C:16](=[O:18])[CH3:17]. (5) Given the reactants [O:1]([C:8]1[CH:16]=[CH:15][C:11]([C:12]([OH:14])=O)=[CH:10][CH:9]=1)[C:2]1[CH:7]=[CH:6][CH:5]=[CH:4][CH:3]=1.C(N1C=CN=C1)(N1C=CN=C1)=O.[Mg+].[C:30]([O:36][CH2:37][CH3:38])(=[O:35])[CH2:31]C([O-])=O.Cl, predict the reaction product. The product is: [O:14]=[C:12]([C:11]1[CH:10]=[CH:9][C:8]([O:1][C:2]2[CH:3]=[CH:4][CH:5]=[CH:6][CH:7]=2)=[CH:16][CH:15]=1)[CH2:31][C:30]([O:36][CH2:37][CH3:38])=[O:35]. (6) The product is: [NH:43]([C:3](=[O:2])[CH2:4][N:5]1[C:9]([C:10]2[CH:11]=[CH:12][CH:13]=[CH:14][CH:15]=2)=[CH:8][CH:7]=[C:6]1[C:16]1[CH:17]=[C:18]([NH:22][C:23]([C:25]2[CH:29]=[C:28]([CH3:30])[O:27][N:26]=2)=[O:24])[CH:19]=[CH:20][CH:21]=1)[C:42]([NH2:44])=[NH:41]. Given the reactants C[O:2][C:3](=O)[CH2:4][N:5]1[C:9]([C:10]2[CH:15]=[CH:14][CH:13]=[CH:12][CH:11]=2)=[CH:8][CH:7]=[C:6]1[C:16]1[CH:21]=[CH:20][CH:19]=[C:18]([NH:22][C:23]([C:25]2[CH:29]=[C:28]([CH3:30])[O:27][N:26]=2)=[O:24])[CH:17]=1.CS(C)=O.C(O)(=O)C.O.[NH2:41][C:42]([NH2:44])=[NH:43], predict the reaction product. (7) Given the reactants [F:1][C:2]1[CH:3]=[C:4]2[C:8](=[C:9](/[CH:11]=[CH:12]/[C:13]([OH:15])=O)[CH:10]=1)[NH:7][CH:6]=[C:5]2[CH3:16].[Cl:17][C:18]1[CH:19]=[C:20]([S:24]([NH2:27])(=[O:26])=[O:25])[S:21][C:22]=1[Cl:23].CCN=C=NCCCN(C)C, predict the reaction product. The product is: [F:1][C:2]1[CH:3]=[C:4]2[C:8](=[C:9](/[CH:11]=[CH:12]/[C:13]([NH:27][S:24]([C:20]3[S:21][C:22]([Cl:23])=[C:18]([Cl:17])[CH:19]=3)(=[O:25])=[O:26])=[O:15])[CH:10]=1)[NH:7][CH:6]=[C:5]2[CH3:16].